From a dataset of Catalyst prediction with 721,799 reactions and 888 catalyst types from USPTO. Predict which catalyst facilitates the given reaction. (1) Reactant: [Cl:1][C:2]1[CH:15]=[CH:14][C:13]2[S:12][C:11]3[C:6](=[CH:7][CH:8]=[CH:9][CH:10]=3)[N:5]([CH2:16][CH2:17][OH:18])[C:4]=2[CH:3]=1.[C:32]1(P([C:32]2[CH:37]=[CH:36][CH:35]=[CH:34][CH:33]=2)[C:32]2[CH:37]=[CH:36][CH:35]=[CH:34][CH:33]=2)[CH:37]=[CH:36][CH:35]=[CH:34][CH:33]=1.C[CH2:39][O:40]C(/N=N/C(OCC)=O)=O.[CH3:50][O:51][C:52](=[O:78])[C@@H:53]([NH:62][C:63]1[CH:68]=[CH:67][CH:66]=[CH:65][C:64]=1OC(=O)C1C=CC=CC=1)[CH2:54][C:55]1[CH:60]=[CH:59][C:58](O)=[CH:57][CH:56]=1. Product: [CH3:50][O:51][C:52](=[O:78])[C@@H:53]([NH:62][C:63]1[CH:68]=[CH:67][CH:66]=[CH:65][C:64]=1[C:39](=[O:40])[C:32]1[CH:33]=[CH:34][CH:35]=[CH:36][CH:37]=1)[CH2:54][C:55]1[CH:56]=[CH:57][C:58]([O:18][CH2:17][CH2:16][N:5]2[C:4]3[CH:3]=[C:2]([Cl:1])[CH:15]=[CH:14][C:13]=3[S:12][C:11]3[C:6]2=[CH:7][CH:8]=[CH:9][CH:10]=3)=[CH:59][CH:60]=1. The catalyst class is: 20. (2) Reactant: [CH3:1][C:2]([CH3:43])([CH3:42])[C@H:3]([NH:30][C:31]([C:33]1[NH:34][C:35]2[C:40]([CH:41]=1)=[CH:39][CH:38]=[CH:37][CH:36]=2)=[O:32])[C:4]([N:6]1[CH2:11][C@@H:10]2[CH2:12][C@H:7]1[CH2:8][N:9]2[C:13]([C:15]1[CH:20]=[CH:19][C:18](B2OC(C)(C)C(C)(C)O2)=[CH:17][N:16]=1)=[O:14])=[O:5].Br[C:45]1[C:50]([F:51])=[CH:49][CH:48]=[CH:47][N:46]=1.C(=O)([O-])[O-].[Na+].[Na+]. Product: [F:51][C:50]1[C:45]([C:18]2[CH:17]=[N:16][C:15]([C:13]([N:9]3[CH2:8][C@@H:7]4[CH2:12][C@H:10]3[CH2:11][N:6]4[C:4]([C@@H:3]([NH:30][C:31]([C:33]3[NH:34][C:35]4[C:40]([CH:41]=3)=[CH:39][CH:38]=[CH:37][CH:36]=4)=[O:32])[C:2]([CH3:1])([CH3:42])[CH3:43])=[O:5])=[O:14])=[CH:20][CH:19]=2)=[N:46][CH:47]=[CH:48][CH:49]=1. The catalyst class is: 117. (3) Reactant: [CH:1]1([SH:4])[CH2:3][CH2:2]1.[H-].[Na+].F[C:8]1[CH:13]=[CH:12][C:11]([N+:14]([O-:16])=[O:15])=[CH:10][CH:9]=1.O. Product: [CH:1]1([S:4][C:8]2[CH:13]=[CH:12][C:11]([N+:14]([O-:16])=[O:15])=[CH:10][CH:9]=2)[CH2:3][CH2:2]1. The catalyst class is: 165. (4) Reactant: [N:1]1[CH:6]=[CH:5][CH:4]=[C:3]([N:7]2[CH:11]=[C:10](N)[CH:9]=[N:8]2)[CH:2]=1.Cl.[CH2:14](Cl)[CH2:15]Cl.[CH2:18](Cl)Cl. Product: [CH3:14][CH2:15][N:7]([CH:3]([CH3:2])[CH3:4])[CH:11]([CH3:10])[CH3:18].[N:7]1([C:3]2[CH:2]=[N:1][CH:6]=[CH:5][CH:4]=2)[CH:11]=[CH:10][CH:9]=[N:8]1. The catalyst class is: 142. (5) Reactant: [CH3:1][N:2]([CH3:46])[C:3]([NH:5][C:6]1[CH:11]=[CH:10][C:9]([C:12]2[C:16]([C:17]3[CH:22]=[CH:21][N:20]=[C:19]4[NH:23][C:24]([C:26]5[CH:27]=[N:28][C:29]([N:32]6[CH2:37][CH2:36][N:35](C(OC(C)(C)C)=O)[CH2:34][CH2:33]6)=[N:30][CH:31]=5)=[CH:25][C:18]=34)=[CH:15][N:14]([CH3:45])[N:13]=2)=[CH:8][CH:7]=1)=[O:4].FC(F)(F)C(O)=O. Product: [CH3:1][N:2]([CH3:46])[C:3]([NH:5][C:6]1[CH:11]=[CH:10][C:9]([C:12]2[C:16]([C:17]3[CH:22]=[CH:21][N:20]=[C:19]4[NH:23][C:24]([C:26]5[CH:31]=[N:30][C:29]([N:32]6[CH2:37][CH2:36][NH:35][CH2:34][CH2:33]6)=[N:28][CH:27]=5)=[CH:25][C:18]=34)=[CH:15][N:14]([CH3:45])[N:13]=2)=[CH:8][CH:7]=1)=[O:4]. The catalyst class is: 4. (6) The catalyst class is: 73. Product: [Cl:31][C:32]1[CH:33]=[C:34]([C:38]2[CH:43]=[C:42]([O:44][CH3:45])[C:41]([C:2]3[C:11]4[C:6](=[CH:7][C:8]([S:12]([N:15]([C:25]5[CH:29]=[CH:28][O:27][N:26]=5)[CH2:16][C:17]5[CH:22]=[CH:21][C:20]([O:23][CH3:24])=[CH:19][CH:18]=5)(=[O:14])=[O:13])=[CH:9][CH:10]=4)[C:5](=[O:30])[NH:4][CH:3]=3)=[CH:40][C:39]=2[F:49])[CH:35]=[CH:36][CH:37]=1. Reactant: Br[C:2]1[C:11]2[C:6](=[CH:7][C:8]([S:12]([N:15]([C:25]3[CH:29]=[CH:28][O:27][N:26]=3)[CH2:16][C:17]3[CH:22]=[CH:21][C:20]([O:23][CH3:24])=[CH:19][CH:18]=3)(=[O:14])=[O:13])=[CH:9][CH:10]=2)[C:5](=[O:30])[NH:4][CH:3]=1.[Cl:31][C:32]1[CH:33]=[C:34]([C:38]2[CH:43]=[C:42]([O:44][CH3:45])[C:41](B(O)O)=[CH:40][C:39]=2[F:49])[CH:35]=[CH:36][CH:37]=1.C(=O)([O-])[O-].[K+].[K+].